From a dataset of Reaction yield outcomes from USPTO patents with 853,638 reactions. Predict the reaction yield, written as a fraction of the theoretical maximum amount of product (1.0 means a 100% yield; for example, 0.34 means a 34% yield). (1) The product is [Br:1][C:2]1[S:3][C:4]([S:8]([NH2:12])(=[O:10])=[O:9])=[C:5]([Br:7])[N:6]=1. The yield is 0.570. The reactants are [Br:1][C:2]1[S:3][C:4]([S:8](Cl)(=[O:10])=[O:9])=[C:5]([Br:7])[N:6]=1.[NH4+:12].[OH-]. The catalyst is C1COCC1. (2) The reactants are [CH3:1][C:2]1[CH:7]=[C:6]([CH:8]([CH2:13][N+:14]([O-])=O)[CH2:9][N+:10]([O-])=O)[CH:5]=[CH:4][C:3]=1[N+:17]([O-])=O. The catalyst is [Pt].[Pd].[Ni].CO. The product is [NH2:17][C:3]1[CH:4]=[CH:5][C:6]([CH:8]([CH2:13][NH2:14])[CH2:9][NH2:10])=[CH:7][C:2]=1[CH3:1]. The yield is 0.960. (3) The reactants are Cl.[Cl:2][C:3]1[N:4]=[C:5]([C:12]2[CH:13]=[N:14][CH:15]=[CH:16][CH:17]=2)[S:6][C:7]=1[NH:8][CH:9]1[CH2:11][CH2:10]1.[CH3:18][S:19][CH2:20][CH2:21][C:22](Cl)=[O:23].C([O-])(O)=O.[Na+]. The catalyst is CN(C1C=CN=CC=1)C.C(OCC)(=O)C. The product is [Cl:2][C:3]1[N:4]=[C:5]([C:12]2[CH:13]=[N:14][CH:15]=[CH:16][CH:17]=2)[S:6][C:7]=1[N:8]([CH:9]1[CH2:11][CH2:10]1)[C:22](=[O:23])[CH2:21][CH2:20][S:19][CH3:18]. The yield is 0.220. (4) The reactants are [OH:1][C@@H:2]1[CH2:10][C:9]2[C:4](=[CH:5][CH:6]=[CH:7][CH:8]=2)[C@@H:3]1[NH:11][C:12]([C:14]1[CH:19]=[CH:18][CH:17]=[C:16]([C:20]2[C:28]3[C:23](=[CH:24][CH:25]=[C:26]([C:29]4[N:33]=[CH:32][N:31](C(C5C=CC=CC=5)(C5C=CC=CC=5)C5C=CC=CC=5)[N:30]=4)[CH:27]=3)[N:22](C3CCCCO3)[N:21]=2)[CH:15]=1)=[O:13].Cl.C(=O)(O)[O-].[Na+]. The catalyst is O1CCOCC1. The product is [NH:30]1[C:29]([C:26]2[CH:27]=[C:28]3[C:23](=[CH:24][CH:25]=2)[NH:22][N:21]=[C:20]3[C:16]2[CH:15]=[C:14]([C:12]([NH:11][C@H:3]3[C:4]4[C:9](=[CH:8][CH:7]=[CH:6][CH:5]=4)[CH2:10][C@H:2]3[OH:1])=[O:13])[CH:19]=[CH:18][CH:17]=2)=[N:33][CH:32]=[N:31]1. The yield is 0.120. (5) The reactants are [CH2:1]([O:8][C:9]1[CH:18]=[C:17]2[C:12]([CH:13]=[CH:14][CH:15]=[C:16]2I)=[CH:11][CH:10]=1)[C:2]1[CH:7]=[CH:6][CH:5]=[CH:4][CH:3]=1.C([Li])(C)(C)C.CCCCC.CN(C)CCN(C)C.CN(C)[CH:40]=[O:41]. The catalyst is CCOCC.C(OCC)(=O)C. The product is [CH2:1]([O:8][C:9]1[CH:18]=[C:17]2[C:12]([CH:13]=[CH:14][CH:15]=[C:16]2[CH:40]=[O:41])=[CH:11][CH:10]=1)[C:2]1[CH:7]=[CH:6][CH:5]=[CH:4][CH:3]=1. The yield is 0.583.